Task: Predict the product of the given reaction.. Dataset: Forward reaction prediction with 1.9M reactions from USPTO patents (1976-2016) (1) The product is: [NH2:31][C:17]1[C:18]2[NH:10][CH:11]=[C:12]([CH2:20][NH:21][C:22]([CH2:27][S:28][CH3:29])([CH2:25][OH:26])[CH2:23][OH:24])[C:13]=2[N:14]=[CH:15][N:16]=1. Given the reactants C(OC[N:10]1[C:18]2[C:17](Cl)=[N:16][CH:15]=[N:14][C:13]=2[C:12]([CH2:20][NH:21][C:22]([CH2:27][S:28][CH3:29])([CH2:25][OH:26])[CH2:23][OH:24])=[CH:11]1)C1C=CC=CC=1.Cl.[NH2:31]N.ClCCl, predict the reaction product. (2) Given the reactants Cl.N[C:3]1[NH:4][C:5](=[O:19])[C:6]2[N:7]([CH2:12][C:13]3[CH:18]=[CH:17][CH:16]=[CH:15][CH:14]=3)[CH:8]=[N:9][C:10]=2[N:11]=1.N([O-])=[O:21].[Na+], predict the reaction product. The product is: [CH2:12]([N:7]1[C:6]2[C:5](=[O:19])[NH:4][C:3](=[O:21])[NH:11][C:10]=2[N:9]=[CH:8]1)[C:13]1[CH:18]=[CH:17][CH:16]=[CH:15][CH:14]=1. (3) Given the reactants [Br:1][C:2]1[CH:7]=[CH:6][C:5]([C:8]2([C:13]#[N:14])[CH2:10][CH:9]2[CH2:11][OH:12])=[CH:4][CH:3]=1.B(F)(F)F.CCOCC, predict the reaction product. The product is: [NH2:14][CH2:13][C:8]1([C:5]2[CH:6]=[CH:7][C:2]([Br:1])=[CH:3][CH:4]=2)[CH2:10][CH:9]1[CH2:11][OH:12]. (4) Given the reactants [CH3:1][O:2][C:3]1[CH:8]=[CH:7][C:6]([C:9](=[O:11])[CH3:10])=[CH:5][C:4]=1[O:12][CH2:13][CH2:14][CH2:15][O:16][CH3:17].[H-].[Na+].[F:20][C:21]([F:27])([F:26])[C:22](OC)=[O:23].Cl, predict the reaction product. The product is: [F:20][C:21]([F:27])([F:26])[C:22](=[O:23])[CH2:10][C:9]([C:6]1[CH:7]=[CH:8][C:3]([O:2][CH3:1])=[C:4]([O:12][CH2:13][CH2:14][CH2:15][O:16][CH3:17])[CH:5]=1)=[O:11].